Dataset: Full USPTO retrosynthesis dataset with 1.9M reactions from patents (1976-2016). Task: Predict the reactants needed to synthesize the given product. Given the product [NH2:1][CH2:4][C@@:5]1([CH2:17][C:18]([O:20][C:21]([CH3:24])([CH3:23])[CH3:22])=[O:19])[CH2:11][C@H:10]2[C@@H:6]1[CH:7]=[C:8]([CH:12]1[CH2:16][CH2:15][CH2:14][CH2:13]1)[CH2:9]2, predict the reactants needed to synthesize it. The reactants are: [N+:1]([CH2:4][C@@:5]1([CH2:17][C:18]([O:20][C:21]([CH3:24])([CH3:23])[CH3:22])=[O:19])[CH2:11][C@H:10]2[C@@H:6]1[CH:7]=[C:8]([CH:12]1[CH2:16][CH2:15][CH2:14][CH2:13]1)[CH2:9]2)([O-])=O.[Cl-].[NH4+].